From a dataset of Reaction yield outcomes from USPTO patents with 853,638 reactions. Predict the reaction yield, written as a fraction of the theoretical maximum amount of product (1.0 means a 100% yield; for example, 0.34 means a 34% yield). The product is [Cl:1][C:2]1[CH:7]=[CH:6][C:5]([C:8]2[S:9][CH:10]=[C:11]([C:13]3([CH2:20][NH:21][C:34](=[O:35])[C:33]4[CH:37]=[C:29]([C:26]5[N:25]=[C:24]([C:23]([F:39])([F:38])[F:22])[O:28][N:27]=5)[CH:30]=[N:31][CH:32]=4)[CH2:14][CH2:15][N:16]([CH3:19])[CH2:17][CH2:18]3)[N:12]=2)=[CH:4][CH:3]=1. The yield is 0.110. The reactants are [Cl:1][C:2]1[CH:7]=[CH:6][C:5]([C:8]2[S:9][CH:10]=[C:11]([C:13]3([CH2:20][NH2:21])[CH2:18][CH2:17][N:16]([CH3:19])[CH2:15][CH2:14]3)[N:12]=2)=[CH:4][CH:3]=1.[F:22][C:23]([F:39])([F:38])[C:24]1[O:28][N:27]=[C:26]([C:29]2[CH:30]=[N:31][CH:32]=[C:33]([CH:37]=2)[C:34](O)=[O:35])[N:25]=1. No catalyst specified.